From a dataset of NCI-60 drug combinations with 297,098 pairs across 59 cell lines. Regression. Given two drug SMILES strings and cell line genomic features, predict the synergy score measuring deviation from expected non-interaction effect. (1) Drug 1: CC(CN1CC(=O)NC(=O)C1)N2CC(=O)NC(=O)C2. Drug 2: C1CN(CCN1C(=O)CCBr)C(=O)CCBr. Cell line: MDA-MB-435. Synergy scores: CSS=3.97, Synergy_ZIP=-0.981, Synergy_Bliss=5.36, Synergy_Loewe=-1.29, Synergy_HSA=-0.826. (2) Drug 1: CNC(=O)C1=CC=CC=C1SC2=CC3=C(C=C2)C(=NN3)C=CC4=CC=CC=N4. Drug 2: CCCCC(=O)OCC(=O)C1(CC(C2=C(C1)C(=C3C(=C2O)C(=O)C4=C(C3=O)C=CC=C4OC)O)OC5CC(C(C(O5)C)O)NC(=O)C(F)(F)F)O. Cell line: CCRF-CEM. Synergy scores: CSS=3.52, Synergy_ZIP=-2.20, Synergy_Bliss=-0.977, Synergy_Loewe=-0.766, Synergy_HSA=-1.11. (3) Drug 1: CC1OCC2C(O1)C(C(C(O2)OC3C4COC(=O)C4C(C5=CC6=C(C=C35)OCO6)C7=CC(=C(C(=C7)OC)O)OC)O)O. Drug 2: C1=CN(C(=O)N=C1N)C2C(C(C(O2)CO)O)O.Cl. Cell line: MDA-MB-435. Synergy scores: CSS=19.3, Synergy_ZIP=-5.15, Synergy_Bliss=1.35, Synergy_Loewe=-2.29, Synergy_HSA=-0.202. (4) Drug 1: CC1=C(C=C(C=C1)NC(=O)C2=CC=C(C=C2)CN3CCN(CC3)C)NC4=NC=CC(=N4)C5=CN=CC=C5. Cell line: SF-295. Drug 2: CC(C)NC(=O)C1=CC=C(C=C1)CNNC.Cl. Synergy scores: CSS=-4.91, Synergy_ZIP=5.10, Synergy_Bliss=3.00, Synergy_Loewe=-3.74, Synergy_HSA=-4.51. (5) Drug 1: CCCS(=O)(=O)NC1=C(C(=C(C=C1)F)C(=O)C2=CNC3=C2C=C(C=N3)C4=CC=C(C=C4)Cl)F. Drug 2: C1=CC=C(C=C1)NC(=O)CCCCCCC(=O)NO. Cell line: K-562. Synergy scores: CSS=6.36, Synergy_ZIP=-8.14, Synergy_Bliss=-5.54, Synergy_Loewe=-35.6, Synergy_HSA=-7.51. (6) Drug 1: CC1C(C(CC(O1)OC2CC(CC3=C2C(=C4C(=C3O)C(=O)C5=C(C4=O)C(=CC=C5)OC)O)(C(=O)C)O)N)O.Cl. Drug 2: CC1CCCC2(C(O2)CC(NC(=O)CC(C(C(=O)C(C1O)C)(C)C)O)C(=CC3=CSC(=N3)C)C)C. Cell line: UO-31. Synergy scores: CSS=7.11, Synergy_ZIP=-3.32, Synergy_Bliss=-2.52, Synergy_Loewe=-1.44, Synergy_HSA=-1.58. (7) Drug 1: C1=C(C(=O)NC(=O)N1)N(CCCl)CCCl. Drug 2: C1=NC2=C(N=C(N=C2N1C3C(C(C(O3)CO)O)O)F)N. Cell line: OVCAR-8. Synergy scores: CSS=25.3, Synergy_ZIP=-11.0, Synergy_Bliss=-6.80, Synergy_Loewe=-14.9, Synergy_HSA=-4.30. (8) Drug 1: CN1C2=C(C=C(C=C2)N(CCCl)CCCl)N=C1CCCC(=O)O.Cl. Drug 2: C1C(C(OC1N2C=NC(=NC2=O)N)CO)O. Cell line: IGROV1. Synergy scores: CSS=0.872, Synergy_ZIP=0.468, Synergy_Bliss=1.23, Synergy_Loewe=0.444, Synergy_HSA=0.514. (9) Drug 1: CC1=C2C(C(=O)C3(C(CC4C(C3C(C(C2(C)C)(CC1OC(=O)C(C(C5=CC=CC=C5)NC(=O)OC(C)(C)C)O)O)OC(=O)C6=CC=CC=C6)(CO4)OC(=O)C)O)C)O. Drug 2: N.N.Cl[Pt+2]Cl. Cell line: SNB-75. Synergy scores: CSS=34.9, Synergy_ZIP=-6.27, Synergy_Bliss=-0.346, Synergy_Loewe=-4.69, Synergy_HSA=1.42.